From a dataset of Catalyst prediction with 721,799 reactions and 888 catalyst types from USPTO. Predict which catalyst facilitates the given reaction. (1) Reactant: [C:1]([C:3]1[CH:8]=[CH:7][C:6]([CH:9]2[N:14]3[N:15]=[C:16]([N:18]4C(=O)C5C(=CC=CC=5)C4=O)[N:17]=[C:13]3[N:12]([C:29]3[CH:34]=[CH:33][CH:32]=[C:31]([C:35]([F:38])([F:37])[F:36])[CH:30]=3)[C:11]([CH3:39])=[C:10]2[C:40]#[N:41])=[C:5]([S:42]([CH3:45])(=[O:44])=[O:43])[CH:4]=1)#[N:2].O.NN.Cl. Product: [NH2:18][C:16]1[N:17]=[C:13]2[N:12]([C:29]3[CH:34]=[CH:33][CH:32]=[C:31]([C:35]([F:38])([F:36])[F:37])[CH:30]=3)[C:11]([CH3:39])=[C:10]([C:40]#[N:41])[CH:9]([C:6]3[CH:7]=[CH:8][C:3]([C:1]#[N:2])=[CH:4][C:5]=3[S:42]([CH3:45])(=[O:44])=[O:43])[N:14]2[N:15]=1. The catalyst class is: 8. (2) Reactant: [CH:1]12[NH:8][C@H:5]([CH2:6][CH2:7]1)[CH2:4][CH2:3][CH:2]2[NH:9][C@@H:10]1[CH2:15][CH2:14][CH2:13][CH2:12][C@H:11]1[NH:16][C:17]1[O:18][C:19]([C:22]2[CH:27]=[CH:26][C:25]([O:28][C:29]([F:32])([F:31])[F:30])=[CH:24][CH:23]=2)=[CH:20][N:21]=1.F[C:34]1[CH:39]=[CH:38][C:37]([N+:40]([O-:42])=[O:41])=[CH:36][CH:35]=1.C([O-])([O-])=O.[K+].[K+]. Product: [N+:40]([C:37]1[CH:38]=[CH:39][C:34]([N:8]2[CH2:5][CH:4]3[CH2:6][CH2:7][CH:1]2[C@@H:2]([NH:9][C@@H:10]2[CH2:15][CH2:14][CH2:13][CH2:12][C@H:11]2[NH:16][C:17]2[O:18][C:19]([C:22]4[CH:23]=[CH:24][C:25]([O:28][C:29]([F:31])([F:30])[F:32])=[CH:26][CH:27]=4)=[CH:20][N:21]=2)[CH2:3]3)=[CH:35][CH:36]=1)([O-:42])=[O:41]. The catalyst class is: 3. (3) Reactant: [H-].[Na+].[N+:3]([C:6]1[CH:7]=[C:8]([CH:11]=[CH:12][CH:13]=1)[CH2:9][OH:10])([O-:5])=[O:4].[Cl:14][C:15]1[CH:22]=[C:21]([O:23][CH2:24][CH:25]=[C:26]([Cl:28])[Cl:27])[CH:20]=[C:19]([Cl:29])[C:16]=1[CH2:17]Br. Product: [Cl:14][C:15]1[CH:22]=[C:21]([O:23][CH2:24][CH:25]=[C:26]([Cl:27])[Cl:28])[CH:20]=[C:19]([Cl:29])[C:16]=1[CH2:17][O:10][CH2:9][C:8]1[CH:11]=[CH:12][CH:13]=[C:6]([N+:3]([O-:5])=[O:4])[CH:7]=1. The catalyst class is: 334. (4) Reactant: Cl[C:2](Cl)([O:4]C(=O)OC(Cl)(Cl)Cl)Cl.[CH3:13][O:14][C:15]1[CH:16]=[C:17]([CH:19]=[CH:20][C:21]=1[Br:22])[NH2:18].CCN(C(C)C)C(C)C.[CH:32]1([C:35]([N:37]2[CH2:41][CH2:40][C@@H:39]([CH2:42][C:43]([NH:45][NH2:46])=[O:44])[CH2:38]2)=[O:36])[CH2:34][CH2:33]1. Product: [Br:22][C:21]1[CH:20]=[CH:19][C:17]([NH:18][C:2]([NH:46][NH:45][C:43](=[O:44])[CH2:42][C@@H:39]2[CH2:40][CH2:41][N:37]([C:35]([CH:32]3[CH2:34][CH2:33]3)=[O:36])[CH2:38]2)=[O:4])=[CH:16][C:15]=1[O:14][CH3:13]. The catalyst class is: 4.